This data is from Human Reference Interactome with 51,813 positive PPI pairs across 8,248 proteins, plus equal number of experimentally-validated negative pairs. The task is: Binary Classification. Given two protein amino acid sequences, predict whether they physically interact or not. Protein 1 (ENSG00000119541) has sequence MSSTSPNLQKAIDLASKAAQEDKAGNYEEALQLYQHAVQYFLHVVKYEAQGDKAKQSIRAKCTEYLDRAEKLKEYLKNKEKKAQKPVKEGQPSPADEKGNDSDGEGESDDPEKKKLQNQLQGAIVIERPNVKWSDVAGLEGAKEALKEAVILPIKFPHLFTGKRTPWRGILLFGPPGTGKSYLAKAVATEANNSTFFSISSSDLVSKWLGESEKLVKNLFQLARENKPSIIFIDEIDSLCGSRSENESEAARRIKTEFLVQMQGVGVDNDGILVLGATNIPWVLDSAIRRRFEKRIYIPL.... Protein 2 (ENSG00000163412) has sequence MRGERRPLWEEESNAKGGVWKMKVPKDSTSTVWKELLLATIGEQFTDCAAADDEVIGVSVSVRDREDVVQVWNVNASLVGEATVLEKIYELLPHITFKAVFYKPHEEHHAFEGGRGKH*MALPPAAAPPAGAREPPGSRAAAAAAAPEPPLGLQQLSALQPEPGGVPLHSSWTFWLDRSLPGATAAECASNLKKIYTVQTVQIFWSVYNNIPPVTSLPLRCSYHLMRGERRPLWEEESNAKGGVWKMKVPKDSTSTVWKELLLATIGEQFTDCAAADDEVIGVSVSVRDREDVVQVWNVN.... Result: 0 (the proteins do not interact).